Predict which catalyst facilitates the given reaction. From a dataset of Catalyst prediction with 721,799 reactions and 888 catalyst types from USPTO. (1) Reactant: [NH2:1][C:2]1[CH:3]=[N:4][N:5]([CH2:11][CH2:12][O:13][C:14]2[CH:19]=[CH:18][C:17]([C:20]([O:22][CH3:23])=[O:21])=[CH:16][CH:15]=2)[C:6]=1[C:7]([O:9]C)=O.[C:24]([C:26]([O:28][CH2:29][CH3:30])=[O:27])#[N:25].Cl.C(O)(=O)C. Product: [CH3:23][O:22][C:20]([C:17]1[CH:18]=[CH:19][C:14]([O:13][CH2:12][CH2:11][N:5]2[C:6]3[C:7](=[O:9])[NH:25][C:24]([C:26]([O:28][CH2:29][CH3:30])=[O:27])=[N:1][C:2]=3[CH:3]=[N:4]2)=[CH:15][CH:16]=1)=[O:21]. The catalyst class is: 27. (2) Reactant: [OH:1][C:2]1[CH:3]=[C:4]([CH:8]=[CH:9][C:10]=1[OH:11])[C:5]([OH:7])=O.CCN=C=NCCCN(C)C.CCN(C(C)C)C(C)C.C1C=CC2N(O)N=NC=2C=1.[NH2:42][CH2:43][CH2:44][CH2:45][CH2:46][NH:47][C:48](=[O:74])[CH2:49][C@@H:50]1[N:56]=[C:55]([C:57]2[CH:62]=[CH:61][C:60]([Cl:63])=[CH:59][CH:58]=2)[C:54]2[CH:64]=[C:65]([O:68][CH3:69])[CH:66]=[CH:67][C:53]=2[N:52]2[C:70]([CH3:73])=[N:71][N:72]=[C:51]12. Product: [Cl:63][C:60]1[CH:61]=[CH:62][C:57]([C:55]2[C:54]3[CH:64]=[C:65]([O:68][CH3:69])[CH:66]=[CH:67][C:53]=3[N:52]3[C:70]([CH3:73])=[N:71][N:72]=[C:51]3[C@H:50]([CH2:49][C:48]([NH:47][CH2:46][CH2:45][CH2:44][CH2:43][NH:42][C:5](=[O:7])[C:4]3[CH:8]=[CH:9][C:10]([OH:11])=[C:2]([OH:1])[CH:3]=3)=[O:74])[N:56]=2)=[CH:58][CH:59]=1. The catalyst class is: 3. (3) Reactant: [Cl:1][C:2]1[CH:16]=[C:15]([F:17])[C:14]([N:18]2[C:23](=[O:24])[CH:22]=[C:21]([C:25]([F:28])([F:27])[F:26])[N:20]([CH3:29])[C:19]2=[O:30])=[CH:13][C:3]=1[O:4][CH:5]([S:9]([CH3:12])(=[O:11])=[O:10])[C:6]([NH2:8])=[O:7].[CH:31]([CH:33]=[CH2:34])=O.CC(C)([O-])C.[K+]. Product: [Cl:1][C:2]1[CH:16]=[C:15]([F:17])[C:14]([N:18]2[C:23](=[O:24])[CH:22]=[C:21]([C:25]([F:28])([F:27])[F:26])[N:20]([CH3:29])[C:19]2=[O:30])=[CH:13][C:3]=1[O:4][C:5]1([S:9]([CH3:12])(=[O:10])=[O:11])[CH2:34][CH:33]=[CH:31][NH:8][C:6]1=[O:7]. The catalyst class is: 1.